Dataset: Peptide-MHC class II binding affinity with 134,281 pairs from IEDB. Task: Regression. Given a peptide amino acid sequence and an MHC pseudo amino acid sequence, predict their binding affinity value. This is MHC class II binding data. The peptide sequence is EHREVLQWKFDSQLARRH. The MHC is DRB1_0701 with pseudo-sequence DRB1_0701. The binding affinity (normalized) is 0.133.